Task: Binary Classification. Given a drug SMILES string, predict its activity (active/inactive) in a high-throughput screening assay against a specified biological target.. Dataset: HIV replication inhibition screening data with 41,000+ compounds from the AIDS Antiviral Screen (1) The molecule is O=C1OC2C=CC1C1(CCOC1=O)C2. The result is 0 (inactive). (2) The drug is CSc1n[nH]c2[nH]nc(C)c12. The result is 0 (inactive). (3) The compound is CCC(=O)ON[N+](=O)[O-]. The result is 0 (inactive).